Dataset: Catalyst prediction with 721,799 reactions and 888 catalyst types from USPTO. Task: Predict which catalyst facilitates the given reaction. (1) Reactant: C(O[C:4](=[O:24])[CH2:5][C:6]1[C:15]2[C:10](=[CH:11][CH:12]=[CH:13][CH:14]=2)[CH:9]=[C:8](OS(C(F)(F)F)(=O)=O)[CH:7]=1)C.C(OC(=O)CC1C2C(=CC=CC=2)C=C([N:40]2[CH2:47][C:44]3([CH2:46][CH2:45]3)[N:43](CC3C=CC=CC=3)[CH2:42][CH2:41]2)C=1)C.C([N:63]1CCNCC21CC2)C1C=CC=CC=1.[O-]P([O-])([O-])=O.[K+].[K+].[K+].C1(C2C=CC=CC=2)C=CC=CC=1P(C(C)(C)C)C(C)(C)C. Product: [CH2:46]1[C:44]2([CH2:47][N:40]([C:8]3[CH:7]=[C:6]([CH2:5][C:4]([NH2:63])=[O:24])[C:15]4[C:10]([CH:9]=3)=[CH:11][CH:12]=[CH:13][CH:14]=4)[CH2:41][CH2:42][NH:43]2)[CH2:45]1. The catalyst class is: 443. (2) Reactant: [C:1]([C:3]1[CH:8]=[C:7]([N+:9]([O-:11])=[O:10])[CH:6]=[CH:5][C:4]=1[N:12]=[CH:13][N:14](C)C)#[N:2].[Cl:17][C:18]1[CH:19]=[C:20]([CH:22]=[CH:23][C:24]=1[F:25])N. Product: [Cl:17][C:18]1[CH:19]=[C:20]([NH:2][C:1]2[C:3]3[C:4](=[CH:5][CH:6]=[C:7]([N+:9]([O-:11])=[O:10])[CH:8]=3)[N:12]=[CH:13][N:14]=2)[CH:22]=[CH:23][C:24]=1[F:25]. The catalyst class is: 15.